Dataset: Full USPTO retrosynthesis dataset with 1.9M reactions from patents (1976-2016). Task: Predict the reactants needed to synthesize the given product. (1) Given the product [OH:6][C:7]1[CH:8]=[C:9]2[C:14](=[CH:15][CH:16]=1)[O:13][C:12]([C:17]1[CH:22]=[CH:21][C:20]([N:23]([CH3:24])[CH3:25])=[CH:19][CH:18]=1)=[CH:11][C:10]2=[O:26], predict the reactants needed to synthesize it. The reactants are: B(Br)(Br)Br.C[O:6][C:7]1[CH:8]=[C:9]2[C:14](=[CH:15][CH:16]=1)[O:13][C:12]([C:17]1[CH:22]=[CH:21][C:20]([N:23]([CH3:25])[CH3:24])=[CH:19][CH:18]=1)=[CH:11][C:10]2=[O:26]. (2) The reactants are: [Br:1][C:2]1[CH:7]=[CH:6][C:5](I)=[CH:4][CH:3]=1.C([Li])CCC.CCCCCC.CON(C)[C:23]([C:25]1([C:28]([F:31])([F:30])[F:29])[CH2:27][CH2:26]1)=[O:24].[Cl-].[NH4+]. Given the product [Br:1][C:2]1[CH:7]=[CH:6][C:5]([C:23]([C:25]2([C:28]([F:31])([F:30])[F:29])[CH2:27][CH2:26]2)=[O:24])=[CH:4][CH:3]=1, predict the reactants needed to synthesize it. (3) Given the product [Br:28][C:29]1[CH:34]=[C:33]([F:35])[CH:32]=[CH:31][C:30]=1[S:36]([N:11]1[CH2:12][CH2:13][N:8]([CH2:7][C:6]2[CH:5]=[CH:4][C:3]([O:2][CH3:1])=[CH:15][CH:14]=2)[CH2:9][CH2:10]1)(=[O:38])=[O:37], predict the reactants needed to synthesize it. The reactants are: [CH3:1][O:2][C:3]1[CH:15]=[CH:14][C:6]([CH2:7][N:8]2[CH2:13][CH2:12][NH:11][CH2:10][CH2:9]2)=[CH:5][CH:4]=1.C(N(CC)CC)C.CN(C=O)C.[Br:28][C:29]1[CH:34]=[C:33]([F:35])[CH:32]=[CH:31][C:30]=1[S:36](Cl)(=[O:38])=[O:37]. (4) Given the product [CH:1]([C:3]1[CH:10]=[CH:9][C:6]([CH2:7][N:15]2[C:14](=[O:16])[C:13]3=[CH:17][CH:18]=[CH:19][CH:20]=[C:12]3[C:11]2=[O:21])=[CH:5][CH:4]=1)=[CH2:2], predict the reactants needed to synthesize it. The reactants are: [CH:1]([C:3]1[CH:10]=[CH:9][C:6]([CH2:7]Cl)=[CH:5][CH:4]=1)=[CH2:2].[C:11]1(=[O:21])[NH:15][C:14](=[O:16])[C:13]2=[CH:17][CH:18]=[CH:19][CH:20]=[C:12]12.[K]. (5) Given the product [F:16][C:17]1[CH:22]=[CH:21][C:20]([CH:23]2[N:28]3[N:29]=[C:30]([NH:32][C:2]4[CH:7]=[CH:6][C:5]([N:8]5[CH:12]=[C:11]([CH3:13])[N:10]=[CH:9]5)=[C:4]([O:14][CH3:15])[CH:3]=4)[N:31]=[C:27]3[CH2:26][N:25]([S:33]([CH3:36])(=[O:35])=[O:34])[CH2:24]2)=[CH:19][CH:18]=1, predict the reactants needed to synthesize it. The reactants are: Br[C:2]1[CH:7]=[CH:6][C:5]([N:8]2[CH:12]=[C:11]([CH3:13])[N:10]=[CH:9]2)=[C:4]([O:14][CH3:15])[CH:3]=1.[F:16][C:17]1[CH:22]=[CH:21][C:20]([CH:23]2[N:28]3[N:29]=[C:30]([NH2:32])[N:31]=[C:27]3[CH2:26][N:25]([S:33]([CH3:36])(=[O:35])=[O:34])[CH2:24]2)=[CH:19][CH:18]=1.[O-]C1C=CC=CC=1.[Na+].C1(P(C2CCCCC2)C2C=CC=CC=2C2C=CC=CC=2)CCCCC1. (6) Given the product [NH2:1][C:2]1[C:3]2[C:10]([C:11]3[CH:12]=[CH:13][C:14]([O:17][C:18]4[CH:23]=[CH:22][CH:21]=[CH:20][CH:19]=4)=[CH:15][CH:16]=3)=[CH:9][N:8]([C:24]3[CH:25]=[C:26](/[CH:27]=[C:34](\[C:32]#[N:33])/[C:35]([NH:37][C:38]([CH3:42])([CH3:41])[CH2:39][OH:40])=[O:36])[CH:29]=[CH:30][CH:31]=3)[C:4]=2[N:5]=[CH:6][N:7]=1, predict the reactants needed to synthesize it. The reactants are: [NH2:1][C:2]1[C:3]2[C:10]([C:11]3[CH:16]=[CH:15][C:14]([O:17][C:18]4[CH:23]=[CH:22][CH:21]=[CH:20][CH:19]=4)=[CH:13][CH:12]=3)=[CH:9][N:8]([C:24]3[CH:25]=[C:26]([CH:29]=[CH:30][CH:31]=3)[CH:27]=O)[C:4]=2[N:5]=[CH:6][N:7]=1.[C:32]([CH2:34][C:35]([NH:37][C:38]([CH3:42])([CH3:41])[CH2:39][OH:40])=[O:36])#[N:33].C([O-])(=O)C.[NH2+]1CCCCC1. (7) The reactants are: CC(OC(=O)[NH:7][CH2:8][CH2:9][C@@H:10]([O:16][C:17]1[CH:22]=[C:21]([Cl:23])[C:20]([F:24])=[CH:19][C:18]=1[C:25]#[N:26])[C:11]1[CH:15]=[CH:14][O:13][CH:12]=1)(C)C.C(=O)(O)[O-].[Na+].[C:33]([OH:40])(=[O:39])/[CH:34]=[CH:35]/[C:36]([OH:38])=[O:37]. Given the product [C:33]([OH:40])(=[O:39])/[CH:34]=[CH:35]/[C:36]([OH:38])=[O:37].[NH2:7][CH2:8][CH2:9][C@@H:10]([O:16][C:17]1[CH:22]=[C:21]([Cl:23])[C:20]([F:24])=[CH:19][C:18]=1[C:25]#[N:26])[C:11]1[CH:15]=[CH:14][O:13][CH:12]=1, predict the reactants needed to synthesize it.